This data is from Forward reaction prediction with 1.9M reactions from USPTO patents (1976-2016). The task is: Predict the product of the given reaction. (1) The product is: [I:14][C:4]1[CH:5]=[C:6]([S:8]([F:13])([F:12])([F:11])([F:10])[F:9])[CH:7]=[C:2]([C:18]#[N:19])[C:3]=1[C:15]#[N:16]. Given the reactants I[C:2]1[CH:7]=[C:6]([S:8]([F:13])([F:12])([F:11])([F:10])[F:9])[CH:5]=[C:4]([I:14])[C:3]=1[C:15]#[N:16].[Cu](C#N)[C:18]#[N:19].O.N, predict the reaction product. (2) Given the reactants [CH3:1][C:2]1[C:7]([N+:8]([O-])=O)=[C:6]([N:11]2[CH2:15][CH2:14][CH2:13][CH2:12]2)[N:5]=[C:4]([N:16]2[CH2:25][CH2:24][C:23]3[N:22]=[CH:21][CH:20]=[CH:19][C:18]=3[CH2:17]2)[CH:3]=1.O.NN.[F:29][C:30]1[CH:31]=[C:32]([CH2:37][C:38](Cl)=[O:39])[CH:33]=[C:34]([F:36])[CH:35]=1, predict the reaction product. The product is: [F:29][C:30]1[CH:31]=[C:32]([CH2:37][C:38]([NH:8][C:7]2[C:6]([N:11]3[CH2:12][CH2:13][CH2:14][CH2:15]3)=[N:5][C:4]([N:16]3[CH2:25][CH2:24][C:23]4[N:22]=[CH:21][CH:20]=[CH:19][C:18]=4[CH2:17]3)=[CH:3][C:2]=2[CH3:1])=[O:39])[CH:33]=[C:34]([F:36])[CH:35]=1.